From a dataset of Full USPTO retrosynthesis dataset with 1.9M reactions from patents (1976-2016). Predict the reactants needed to synthesize the given product. (1) The reactants are: N#N.[Br:3][C:4]1[S:5][C:6]([CH:9]=[O:10])=[CH:7][N:8]=1.[CH3:11][Al](C)C.[NH4+].[Cl-].Cl. Given the product [Br:3][C:4]1[S:5][C:6]([CH:9]([OH:10])[CH3:11])=[CH:7][N:8]=1, predict the reactants needed to synthesize it. (2) Given the product [N+:39](=[C:16]([C:15]([C:3]1[CH:4]=[C:5]([CH2:8][N:9]2[CH2:14][CH2:13][O:12][CH2:11][CH2:10]2)[CH:6]=[CH:7][C:2]=1[F:1])=[O:22])[C:17]([O:19][CH2:20][CH3:21])=[O:18])=[N-:40], predict the reactants needed to synthesize it. The reactants are: [F:1][C:2]1[CH:7]=[CH:6][C:5]([CH2:8][N:9]2[CH2:14][CH2:13][O:12][CH2:11][CH2:10]2)=[CH:4][C:3]=1[C:15](=[O:22])[CH2:16][C:17]([O:19][CH2:20][CH3:21])=[O:18].C(N(CC)CC)C.C1(C)C(S([N:39]=[N+:40]=[N-])(=O)=O)=CC=CC=1. (3) Given the product [OH:1][CH2:2][C@@H:3]([N:8]1[C:17]2[C:12](=[CH:13][C:14]([B:28]3[O:29][C:30]([CH3:32])([CH3:31])[C:26]([CH3:42])([CH3:25])[O:27]3)=[CH:15][CH:16]=2)[C:11](=[O:19])[C:10]([C:20]([O:22][CH2:23][CH3:24])=[O:21])=[CH:9]1)[C:4]([CH3:7])([CH3:6])[CH3:5], predict the reactants needed to synthesize it. The reactants are: [OH:1][CH2:2][C@@H:3]([N:8]1[C:17]2[C:12](=[CH:13][C:14](I)=[CH:15][CH:16]=2)[C:11](=[O:19])[C:10]([C:20]([O:22][CH2:23][CH3:24])=[O:21])=[CH:9]1)[C:4]([CH3:7])([CH3:6])[CH3:5].[CH3:25][C:26]1([CH3:42])[C:30]([CH3:32])([CH3:31])[O:29][B:28]([B:28]2[O:29][C:30]([CH3:32])([CH3:31])[C:26]([CH3:42])([CH3:25])[O:27]2)[O:27]1.C(N(CC)CC)C.C([O-])(=O)C.[K+]. (4) Given the product [C:9]([C:8]([CH3:11])([CH3:12])[C:5]1[CH:6]=[CH:7][C:2]([NH:1][C:19](=[O:20])[C:18]2[CH:22]=[CH:23][C:24]([O:25][CH3:26])=[C:16]([O:15][CH3:14])[CH:17]=2)=[C:3]([CH3:13])[CH:4]=1)#[N:10], predict the reactants needed to synthesize it. The reactants are: [NH2:1][C:2]1[CH:7]=[CH:6][C:5]([C:8]([CH3:12])([CH3:11])[C:9]#[N:10])=[CH:4][C:3]=1[CH3:13].[CH3:14][O:15][C:16]1[CH:17]=[C:18]([CH:22]=[CH:23][C:24]=1[O:25][CH3:26])[C:19](Cl)=[O:20].C(N(CC)CC)C. (5) Given the product [O:16]1[C:20]2[C:21]([N:25]3[CH2:30][CH2:29][N:28]([CH2:2][CH2:3][CH2:4][CH2:5][O:6][C:7]4[CH:12]=[CH:11][N:10]5[N:13]=[CH:14][CH:15]=[C:9]5[CH:8]=4)[CH2:27][CH2:26]3)=[CH:22][CH:23]=[CH:24][C:19]=2[CH2:18][CH2:17]1, predict the reactants needed to synthesize it. The reactants are: Br[CH2:2][CH2:3][CH2:4][CH2:5][O:6][C:7]1[CH:12]=[CH:11][N:10]2[N:13]=[CH:14][CH:15]=[C:9]2[CH:8]=1.[O:16]1[C:20]2[C:21]([N:25]3[CH2:30][CH2:29][NH:28][CH2:27][CH2:26]3)=[CH:22][CH:23]=[CH:24][C:19]=2[CH2:18][CH2:17]1. (6) The reactants are: CO.Cl.[F:4][C:5]1[CH:10]=[CH:9][CH:8]=[CH:7][C:6]=1[C:11]1[CH:24]=[C:23]2[C:14]([N:15]3[C:20]([CH2:21][O:22]2)=[N:19][NH:18][C:17](=[O:25])[C@H:16]3[CH3:26])=[CH:13][C:12]=1[CH:27]1[CH2:32][CH2:31][NH:30][CH2:29][CH2:28]1.C=O.[BH3-][C:36]#N.[Na+]. Given the product [F:4][C:5]1[CH:10]=[CH:9][CH:8]=[CH:7][C:6]=1[C:11]1[CH:24]=[C:23]2[C:14]([N:15]3[C:20]([CH2:21][O:22]2)=[N:19][NH:18][C:17](=[O:25])[C@H:16]3[CH3:26])=[CH:13][C:12]=1[CH:27]1[CH2:32][CH2:31][N:30]([CH3:36])[CH2:29][CH2:28]1, predict the reactants needed to synthesize it. (7) Given the product [C:1]([O:5][C:6](=[O:22])[NH:7][C:8]1[CH2:9][O:10][CH2:11][C:12]([C:15]2[CH:20]=[CH:19][CH:18]=[C:17]([N:23]=[N+:24]=[N-:25])[CH:16]=2)([CH3:14])[N:13]=1)([CH3:4])([CH3:3])[CH3:2], predict the reactants needed to synthesize it. The reactants are: [C:1]([O:5][C:6](=[O:22])[NH:7][C:8]1[CH2:9][O:10][CH2:11][C:12]([C:15]2[CH:20]=[CH:19][CH:18]=[C:17](Br)[CH:16]=2)([CH3:14])[N:13]=1)([CH3:4])([CH3:3])[CH3:2].[N-:23]=[N+:24]=[N-:25].[Na+].O=C1O[C@H]([C@H](CO)O)C([O-])=C1O.[Na+].CN[C@@H]1CCCC[C@H]1NC.